Task: Predict the product of the given reaction.. Dataset: Forward reaction prediction with 1.9M reactions from USPTO patents (1976-2016) (1) Given the reactants C([O:8][N:9]1[C:15](=[O:16])[N:14]2[CH2:17][C@H:10]1[CH2:11][CH2:12][C@H:13]2[C:18]1[S:22][C:21]([N:23]2[CH2:28][CH2:27][N:26]([C:29]([O:31][C:32]([CH3:35])([CH3:34])[CH3:33])=[O:30])[CH2:25][CH2:24]2)=[N:20][N:19]=1)C1C=CC=CC=1, predict the reaction product. The product is: [OH:8][N:9]1[C:15](=[O:16])[N:14]2[CH2:17][C@H:10]1[CH2:11][CH2:12][C@H:13]2[C:18]1[S:22][C:21]([N:23]2[CH2:28][CH2:27][N:26]([C:29]([O:31][C:32]([CH3:35])([CH3:34])[CH3:33])=[O:30])[CH2:25][CH2:24]2)=[N:20][N:19]=1. (2) Given the reactants [Cl:1][C:2]1[N:7]=[C:6]([O:8][C:9]2[CH:10]=[C:11]([OH:15])[CH:12]=[CH:13][CH:14]=2)[CH:5]=[CH:4][N:3]=1.C([O-])([O-])=O.[Cs+].[Cs+].[C:22]([O:26][C:27](=[O:38])[NH:28][CH2:29][C:30]1[CH:35]=[CH:34][C:33]([CH2:36]Cl)=[CH:32][CH:31]=1)([CH3:25])([CH3:24])[CH3:23].CCOC(C)=O, predict the reaction product. The product is: [C:22]([O:26][C:27](=[O:38])[NH:28][CH2:29][C:30]1[CH:31]=[CH:32][C:33]([CH2:36][O:15][C:11]2[CH:12]=[CH:13][CH:14]=[C:9]([O:8][C:6]3[CH:5]=[CH:4][N:3]=[C:2]([Cl:1])[N:7]=3)[CH:10]=2)=[CH:34][CH:35]=1)([CH3:25])([CH3:24])[CH3:23]. (3) Given the reactants [C:1]([O:5][C:6]([N:8]1[CH2:11][CH:10]([N:12]([CH3:26])[C:13]2[CH:21]=[CH:20][C:19]([C:22]([OH:24])=O)=[C:18]3[C:14]=2[CH:15]=[C:16]([I:25])[NH:17]3)[CH2:9]1)=[O:7])([CH3:4])([CH3:3])[CH3:2].C1C=CC2N(O)N=[N:33]C=2C=1.C(Cl)CCl.CCN(C(C)C)C(C)C.[NH4+].[Cl-], predict the reaction product. The product is: [C:22]([C:19]1[CH:20]=[CH:21][C:13]([N:12]([CH3:26])[CH:10]2[CH2:11][N:8]([C:6]([O:5][C:1]([CH3:4])([CH3:3])[CH3:2])=[O:7])[CH2:9]2)=[C:14]2[C:18]=1[NH:17][C:16]([I:25])=[CH:15]2)(=[O:24])[NH2:33]. (4) Given the reactants [CH:1]1([CH2:4][S:5][C:6]2[NH:11][C:10](=[O:12])[C:9]([O:13]C3CCCCO3)=[CH:8][N:7]=2)[CH2:3][CH2:2]1.Cl.CCOCC.C(O)C, predict the reaction product. The product is: [CH:1]1([CH2:4][S:5][C:6]2[NH:11][C:10](=[O:12])[C:9]([OH:13])=[CH:8][N:7]=2)[CH2:2][CH2:3]1. (5) Given the reactants [C:1]1([C:7]2[CH:8]=[C:9]3[C:14](=[N:15][CH:16]=2)[N:13]([CH3:17])[C:12](=[O:18])[C:11]([C:19](=[O:26])[CH2:20][CH2:21][C:22]([O:24]C)=[O:23])=[C:10]3[OH:27])[CH2:6][CH2:5][CH2:4][CH2:3][CH:2]=1.C1CCCCC=1.OC1C2C(=NC=C(I)C=2)N(C)C(=O)C=1C(=O)CCC(O)=O, predict the reaction product. The product is: [CH:1]1([C:7]2[CH:8]=[C:9]3[C:14](=[N:15][CH:16]=2)[N:13]([CH3:17])[C:12](=[O:18])[C:11]([C:19](=[O:26])[CH2:20][CH2:21][C:22]([OH:24])=[O:23])=[C:10]3[OH:27])[CH2:2][CH2:3][CH2:4][CH2:5][CH2:6]1. (6) Given the reactants O=P(Cl)(Cl)[Cl:3].[N:6]1[C:11]2[CH:12]=[CH:13][NH:14][C:10]=2[C:9](=O)[NH:8][CH:7]=1, predict the reaction product. The product is: [Cl:3][C:9]1[C:10]2[NH:14][CH:13]=[CH:12][C:11]=2[N:6]=[CH:7][N:8]=1.